From a dataset of Forward reaction prediction with 1.9M reactions from USPTO patents (1976-2016). Predict the product of the given reaction. (1) The product is: [Cl:10][C:6]1[CH:5]=[C:4]([CH:9]=[CH:8][CH:7]=1)[CH2:3][C:2]1[S:31][C:30]([NH:29][C:19]2[CH:20]=[CH:21][C:22]([N:23]3[CH:27]=[C:26]([CH3:28])[N:25]=[CH:24]3)=[C:17]([O:16][CH3:15])[CH:18]=2)=[N:32][C:11]=1[CH2:12][CH3:13]. Given the reactants Cl[CH:2]([C:11](=O)[CH2:12][CH3:13])[CH2:3][C:4]1[CH:9]=[CH:8][CH:7]=[C:6]([Cl:10])[CH:5]=1.[CH3:15][O:16][C:17]1[CH:18]=[C:19]([NH:29][C:30]([NH2:32])=[S:31])[CH:20]=[CH:21][C:22]=1[N:23]1[CH:27]=[C:26]([CH3:28])[N:25]=[CH:24]1, predict the reaction product. (2) The product is: [NH:12]1[C:13]2[C:18](=[CH:17][CH:16]=[CH:15][CH:14]=2)[C:10]([C:8](=[O:9])[CH:32]([NH:31][C:30]2[CH:40]=[CH:41][CH:42]=[C:28]([O:27][CH3:26])[CH:29]=2)[C:33]2[CH:38]=[CH:37][C:36]([CH3:39])=[CH:35][CH:34]=2)=[CH:11]1. Given the reactants C(N(CC)CC)C.[CH:8]([C:10]1[C:18]2[C:13](=[CH:14][CH:15]=[CH:16][CH:17]=2)[N:12](C(OC(C)(C)C)=O)[CH:11]=1)=[O:9].[CH3:26][O:27][C:28]1[CH:29]=[C:30]([CH:40]=[CH:41][CH:42]=1)[N:31]=[CH:32][C:33]1[CH:38]=[CH:37][C:36]([CH3:39])=[CH:35][CH:34]=1, predict the reaction product. (3) Given the reactants Br[C:2]1[N:10]=[CH:9][N:8]=[C:7]2[C:3]=1[N:4]=[CH:5][NH:6]2.[NH2:11][CH:12]([C:14]1[C:15]([O:37][CH3:38])=[C:16]([C:22]2[CH:27]=[CH:26][C:25]([C:28]([N:30]3[CH2:33][CH:32]([C:34]#[N:35])[CH2:31]3)=[O:29])=[C:24]([F:36])[CH:23]=2)[C:17]([CH3:21])=[C:18]([Cl:20])[CH:19]=1)[CH3:13].C(N(CC)C(C)C)(C)C, predict the reaction product. The product is: [Cl:20][C:18]1[C:17]([CH3:21])=[C:16]([C:22]2[CH:27]=[CH:26][C:25]([C:28]([N:30]3[CH2:33][CH:32]([C:34]#[N:35])[CH2:31]3)=[O:29])=[C:24]([F:36])[CH:23]=2)[C:15]([O:37][CH3:38])=[C:14]([CH:12]([NH:11][C:2]2[N:10]=[CH:9][N:8]=[C:7]3[C:3]=2[N:4]=[CH:5][NH:6]3)[CH3:13])[CH:19]=1. (4) Given the reactants Br[C:2]1[C:11]([NH:12][C:13]2[CH2:18][CH2:17][CH2:16][C:15](=[O:19])[CH:14]=2)=[CH:10][CH:9]=[CH:8][C:3]=1[C:4]([O:6][CH3:7])=[O:5].C1(C)C=CC=CC=1P(C1C=CC=CC=1C)C1C=CC=CC=1C.C(N(CC)CC)C, predict the reaction product. The product is: [O:19]=[C:15]1[C:14]2[C:2]3[C:3]([C:4]([O:6][CH3:7])=[O:5])=[CH:8][CH:9]=[CH:10][C:11]=3[NH:12][C:13]=2[CH2:18][CH2:17][CH2:16]1.